From a dataset of Full USPTO retrosynthesis dataset with 1.9M reactions from patents (1976-2016). Predict the reactants needed to synthesize the given product. (1) Given the product [CH2:31]([N:22]1[CH2:21][CH2:20][C:19]([CH2:25][C:26]#[N:27])([N:17]2[CH:18]=[C:14]([C:12]3[N:11]4[CH:28]=[CH:29][N:30]=[C:10]4[CH:9]=[C:8]([C:6]4[CH:5]=[N:4][N:3]([CH3:2])[CH:7]=4)[N:13]=3)[CH:15]=[N:16]2)[CH2:24][CH2:23]1)[CH3:32], predict the reactants needed to synthesize it. The reactants are: Cl.[CH3:2][N:3]1[CH:7]=[C:6]([C:8]2[N:13]=[C:12]([C:14]3[CH:15]=[N:16][N:17]([C:19]4([CH2:25][C:26]#[N:27])[CH2:24][CH2:23][NH:22][CH2:21][CH2:20]4)[CH:18]=3)[N:11]3[CH:28]=[CH:29][N:30]=[C:10]3[CH:9]=2)[CH:5]=[N:4]1.[C:31](#N)[CH3:32].C(N(CC)CC)C.C(=O)C.[BH-](OC(C)=O)(OC(C)=O)OC(C)=O.[Na+]. (2) Given the product [Cl:28][C:2]1[CH:10]=[CH:9][C:5]([C:6]([NH:19][C:16]2[CH:17]=[CH:18][C:13]([O:12][CH3:11])=[CH:14][CH:15]=2)=[O:8])=[CH:4][N:3]=1, predict the reactants needed to synthesize it. The reactants are: Br[C:2]1[CH:10]=[CH:9][C:5]([C:6]([OH:8])=O)=[CH:4][N:3]=1.[CH3:11][O:12][C:13]1[CH:18]=[CH:17][C:16]([NH2:19])=[CH:15][CH:14]=1.C(=O)([O-])[O-].[Na+].[Na+].S(Cl)([Cl:28])=O. (3) Given the product [F:1][C:2]1[CH:3]=[C:4]2[C:8](=[CH:9][CH:10]=1)[CH:7]([NH:11][C:12]1[CH:21]=[CH:20][C:19]3[C:14](=[CH:15][CH:16]=[C:17]([NH:22][C:30](=[O:31])[CH2:29][N:23]4[CH2:28][CH2:27][O:26][CH2:25][CH2:24]4)[CH:18]=3)[N:13]=1)[CH2:6][CH2:5]2, predict the reactants needed to synthesize it. The reactants are: [F:1][C:2]1[CH:3]=[C:4]2[C:8](=[CH:9][CH:10]=1)[CH:7]([NH:11][C:12]1[CH:21]=[CH:20][C:19]3[C:14](=[CH:15][CH:16]=[C:17]([NH2:22])[CH:18]=3)[N:13]=1)[CH2:6][CH2:5]2.[N:23]1([CH2:29][C:30](O)=[O:31])[CH2:28][CH2:27][O:26][CH2:25][CH2:24]1. (4) Given the product [C:6]12([CH3:10])[C:2]([CH3:11])([CH3:1])[CH:3]([CH2:4][CH2:5]1)[CH2:8][C:7]2=[O:9], predict the reactants needed to synthesize it. The reactants are: [CH3:1][C:2]1([CH3:11])[C:6]2([CH3:10])[CH:7]([OH:9])[CH2:8][CH:3]1[CH2:4][CH2:5]2.[O-]Cl.[Na+]. (5) Given the product [CH3:11][C:12]1[S:13][C:14]([C:18](=[O:20])[CH2:19][CH3:22])=[C:15]([CH3:17])[N:16]=1, predict the reactants needed to synthesize it. The reactants are: C[Si](C)(C)[N-][Si](C)(C)C.[Li+].[CH3:11][C:12]1[S:13][C:14]([C:18](=[O:20])[CH3:19])=[C:15]([CH3:17])[N:16]=1.I[CH3:22].[NH4+].[Cl-]. (6) Given the product [Br:1][C:2]1[CH:14]=[C:13]2[C:5](=[CH:7][CH:8]=1)[NH:6][C@@H:26]([CH3:27])[C@H:9]([CH3:10])[C@H:12]2[NH:15][C:16](=[O:25])[O:17][CH2:18][C:19]1[CH:20]=[CH:21][CH:22]=[CH:23][CH:24]=1, predict the reactants needed to synthesize it. The reactants are: [Br:1][C:2]1[CH:8]=[CH:7][C:5]([NH2:6])=CC=1.[CH:9](=O)[CH3:10].[CH:12](/[NH:15][C:16](=[O:25])[O:17][CH2:18][C:19]1[CH:24]=[CH:23][CH:22]=[CH:21][CH:20]=1)=[CH:13]\[CH3:14].[CH3:26][CH2:27]OC(C)=O. (7) Given the product [C:16]1([O:15][C:13](=[O:14])[NH:1][C:2]2[CH:7]=[CH:6][C:5]([C:8]([F:9])([F:11])[F:10])=[CH:4][N:3]=2)[CH:21]=[CH:20][CH:19]=[CH:18][CH:17]=1, predict the reactants needed to synthesize it. The reactants are: [NH2:1][C:2]1[CH:7]=[CH:6][C:5]([C:8]([F:11])([F:10])[F:9])=[CH:4][N:3]=1.Cl[C:13]([O:15][C:16]1[CH:21]=[CH:20][CH:19]=[CH:18][CH:17]=1)=[O:14].CCOC(C)=O.CCCCCC. (8) Given the product [Cl:41][C:4]1[C:3]([C:1]#[N:2])=[C:8]([C:9]2[CH:14]=[CH:13][C:12]([O:15][C:16]3[CH:21]=[CH:20][CH:19]=[CH:18][CH:17]=3)=[CH:11][CH:10]=2)[N:7]=[C:6]([CH:22]2[CH2:27][CH2:26][N:25]([C:28]([O:30][CH2:31][C:32]3[CH:37]=[CH:36][CH:35]=[CH:34][CH:33]=3)=[O:29])[CH2:24][CH2:23]2)[CH:5]=1, predict the reactants needed to synthesize it. The reactants are: [C:1]([C:3]1[C:4](=O)[CH:5]=[C:6]([CH:22]2[CH2:27][CH2:26][N:25]([C:28]([O:30][CH2:31][C:32]3[CH:37]=[CH:36][CH:35]=[CH:34][CH:33]=3)=[O:29])[CH2:24][CH2:23]2)[NH:7][C:8]=1[C:9]1[CH:14]=[CH:13][C:12]([O:15][C:16]2[CH:21]=[CH:20][CH:19]=[CH:18][CH:17]=2)=[CH:11][CH:10]=1)#[N:2].P(Cl)(Cl)([Cl:41])=O. (9) Given the product [CH2:1]([O:8][C:9]([N:11]1[CH2:25][CH2:24][C:15]2=[C:16]([Cl:28])[N:17]3[C:21]([N:22]=[C:14]2[CH2:13][CH2:12]1)=[CH:20][CH:19]=[N:18]3)=[O:10])[C:2]1[CH:7]=[CH:6][CH:5]=[CH:4][CH:3]=1, predict the reactants needed to synthesize it. The reactants are: [CH2:1]([O:8][C:9]([N:11]1[CH2:25][CH2:24][C:15]2=[C:16](O)[N:17]3[C:21]([N:22]=[C:14]2[CH2:13][CH2:12]1)=[CH:20][CH:19]=[N:18]3)=[O:10])[C:2]1[CH:7]=[CH:6][CH:5]=[CH:4][CH:3]=1.P(Cl)(Cl)([Cl:28])=O.CCN(C(C)C)C(C)C.